The task is: Regression. Given a peptide amino acid sequence and an MHC pseudo amino acid sequence, predict their binding affinity value. This is MHC class II binding data.. This data is from Peptide-MHC class II binding affinity with 134,281 pairs from IEDB. (1) The peptide sequence is SINYRTEIDKPCQHH. The MHC is DRB1_0301 with pseudo-sequence DRB1_0301. The binding affinity (normalized) is 0.0164. (2) The peptide sequence is SINYRTEIDKPSQHH. The MHC is HLA-DPA10103-DPB10401 with pseudo-sequence HLA-DPA10103-DPB10401. The binding affinity (normalized) is 0. (3) The MHC is DRB1_0301 with pseudo-sequence DRB1_0301. The binding affinity (normalized) is 0.364. The peptide sequence is VATLSEALRIIAGTLEVHAV. (4) The peptide sequence is TDDNEEPIAPYHFDLSGHAF. The MHC is HLA-DPA10103-DPB10401 with pseudo-sequence HLA-DPA10103-DPB10401. The binding affinity (normalized) is 0.